Dataset: Reaction yield outcomes from USPTO patents with 853,638 reactions. Task: Predict the reaction yield, written as a fraction of the theoretical maximum amount of product (1.0 means a 100% yield; for example, 0.34 means a 34% yield). (1) The product is [CH3:21][C:22]1[C:27]([C:2]2[N:11]=[C:10]([NH:12][CH2:13][CH2:14][C:15]3[CH:20]=[CH:19][CH:18]=[CH:17][CH:16]=3)[C:9]3[C:4](=[CH:5][CH:6]=[CH:7][CH:8]=3)[N:3]=2)=[CH:26][N:25]2[CH:31]=[CH:32][N:33]=[C:24]2[CH:23]=1. The reactants are Cl[C:2]1[N:11]=[C:10]([NH:12][CH2:13][CH2:14][C:15]2[CH:20]=[CH:19][CH:18]=[CH:17][CH:16]=2)[C:9]2[C:4](=[CH:5][CH:6]=[CH:7][CH:8]=2)[N:3]=1.[CH3:21][C:22]1[C:27](B(O)O)=[CH:26][N:25]2[CH:31]=[CH:32][N:33]=[C:24]2[CH:23]=1.C(NC1C2C(=CC=CC=2)N=C(C2SC3C=CC=CC=3C=2)N=1)(C1C=CC=CC=1)C1C=CC=CC=1. The yield is 0.320. The catalyst is C(Cl)(Cl)Cl.CO. (2) The product is [Cl:1][C:2]1[CH:28]=[CH:27][CH:26]=[C:25]([Cl:29])[C:3]=1[C:4]([NH:6][C@H:7]([C:21]([O:23][CH3:24])=[O:22])[CH2:8][C:9]1[CH:10]=[CH:11][C:12]([C:15]2[CH2:20][CH2:19][N:18]([C:30]3[CH:35]=[CH:34][CH:33]=[CH:32][CH:31]=3)[CH2:17][CH:16]=2)=[CH:13][CH:14]=1)=[O:5]. The reactants are [Cl:1][C:2]1[CH:28]=[CH:27][CH:26]=[C:25]([Cl:29])[C:3]=1[C:4]([NH:6][C@H:7]([C:21]([O:23][CH3:24])=[O:22])[CH2:8][C:9]1[CH:14]=[CH:13][C:12]([C:15]2[CH2:16][CH2:17][NH:18][CH2:19][CH:20]=2)=[CH:11][CH:10]=1)=[O:5].[C:30]1(B(O)O)[CH:35]=[CH:34][CH:33]=[CH:32][CH:31]=1.N1C(C)=CC=CC=1C. The yield is 0.180. The catalyst is C(Cl)Cl.C([O-])(=O)C.[Cu+2].C([O-])(=O)C. (3) The reactants are [NH2:1][C:2]1[CH:7]=[CH:6][C:5]([C:8]([N:10]2[CH2:15][CH2:14][CH2:13][CH:12]([CH2:16][NH:17][C:18]3[N:23]=[C:22]([C:24]4[C:32]5[C:27](=[CH:28][CH:29]=[CH:30][CH:31]=5)[NH:26][CH:25]=4)[C:21]([Cl:33])=[CH:20][N:19]=3)[CH2:11]2)=[O:9])=[CH:4][CH:3]=1.C[CH2:35][N:36]([CH:40]([CH3:42])C)[CH:37](C)C.BrC/C=[CH:46]/[C:47](Cl)=[O:48].CNC. The catalyst is C1COCC1.CN1C(=O)CCC1. The product is [Cl:33][C:21]1[C:22]([C:24]2[C:32]3[C:27](=[CH:28][CH:29]=[CH:30][CH:31]=3)[NH:26][CH:25]=2)=[N:23][C:18]([NH:17][CH2:16][CH:12]2[CH2:13][CH2:14][CH2:15][N:10]([C:8]([C:5]3[CH:6]=[CH:7][C:2]([NH:1][C:47](=[O:48])/[CH:46]=[CH:42]/[CH2:40][N:36]([CH3:35])[CH3:37])=[CH:3][CH:4]=3)=[O:9])[CH2:11]2)=[N:19][CH:20]=1. The yield is 0.230. (4) The reactants are [NH2:1][C:2]1[CH:9]=[C:8]([O:10][CH3:11])[C:7]([O:12][CH2:13][C:14]2[CH:19]=[CH:18][CH:17]=[CH:16][CH:15]=2)=[CH:6][C:3]=1[C:4]#[N:5].[O-:20][C:21]#[N:22].[Na+].FC(F)(F)C(O)=O.O. The catalyst is C(Cl)Cl.CO.C(Cl)Cl.CCOCC.CC(C)=O. The product is [NH2:5][C:4]1[C:3]2[C:2](=[CH:9][C:8]([O:10][CH3:11])=[C:7]([O:12][CH2:13][C:14]3[CH:19]=[CH:18][CH:17]=[CH:16][CH:15]=3)[CH:6]=2)[N:1]=[C:21]([OH:20])[N:22]=1. The yield is 0.540. (5) The reactants are [CH3:1][N:2]([CH3:29])[CH2:3][CH2:4][NH:5][C:6]([C:8]1[O:16][C:11]2=[CH:12][N:13]=[CH:14][CH:15]=[C:10]2[C:9]=1[NH:17][C:18]1[CH:19]=[C:20]2[C:24](=[CH:25][CH:26]=1)/[C:23](=N/O)/[CH2:22][CH2:21]2)=[O:7].Cl.C1C[O:34]CC1. No catalyst specified. The product is [CH3:29][N:2]([CH3:1])[CH2:3][CH2:4][NH:5][C:6]([C:8]1[O:16][C:11]2=[CH:12][N:13]=[CH:14][CH:15]=[C:10]2[C:9]=1[NH:17][C:18]1[CH:19]=[C:20]2[C:24](=[CH:25][CH:26]=1)[C:23](=[O:34])[CH2:22][CH2:21]2)=[O:7]. The yield is 0.610. (6) The product is [Cl:36][C:24]1[C:25]([C:27]2[C:35]3[C:30](=[CH:31][CH:32]=[CH:33][CH:34]=3)[NH:29][CH:28]=2)=[N:26][C:21]([NH:20][C@@H:16]2[CH2:17][CH2:18][CH2:19][C@H:14]([NH:13][C@H:8]([C:5]3[CH:6]=[CH:7][C:2]([NH:1][C:46](=[O:49])[CH:47]=[CH2:48])=[CH:3][CH:4]=3)[C:9]([F:11])([F:12])[F:10])[CH2:15]2)=[N:22][CH:23]=1. The catalyst is C1COCC1.CN1C(=O)CCC1. The yield is 0.340. The reactants are [NH2:1][C:2]1[CH:7]=[CH:6][C:5]([C@@H:8]([NH:13][C@H:14]2[CH2:19][CH2:18][CH2:17][C@@H:16]([NH:20][C:21]3[N:26]=[C:25]([C:27]4[C:35]5[C:30](=[CH:31][CH:32]=[CH:33][CH:34]=5)[NH:29][CH:28]=4)[C:24]([Cl:36])=[CH:23][N:22]=3)[CH2:15]2)[C:9]([F:12])([F:11])[F:10])=[CH:4][CH:3]=1.CCN(C(C)C)C(C)C.[C:46](Cl)(=[O:49])[CH:47]=[CH2:48]. (7) The reactants are [CH2:1](Br)[C:2]1[CH:7]=[CH:6][CH:5]=[CH:4][CH:3]=1.C(=O)([O-])[O-].[K+].[K+].[F:15][C:16]1[CH:23]=[C:22]([OH:24])[CH:21]=[CH:20][C:17]=1[C:18]#[N:19]. The catalyst is CC(C)=O. The product is [CH2:1]([O:24][C:22]1[CH:21]=[CH:20][C:17]([C:18]#[N:19])=[C:16]([F:15])[CH:23]=1)[C:2]1[CH:7]=[CH:6][CH:5]=[CH:4][CH:3]=1. The yield is 0.970. (8) The reactants are [C:1]([O:5][C:6](=[O:23])[NH:7][C@H:8]1[CH2:13][CH2:12][C@H:11]([CH:14]=NCC2C=CC=CC=2)[CH2:10][CH2:9]1)([CH3:4])([CH3:3])[CH3:2].C(O)(=O)C(O)=[O:26]. The catalyst is O.C1COCC1. The product is [C:1]([O:5][C:6](=[O:23])[NH:7][C@H:8]1[CH2:13][CH2:12][C@H:11]([CH:14]=[O:26])[CH2:10][CH2:9]1)([CH3:4])([CH3:3])[CH3:2]. The yield is 0.800.